From a dataset of Forward reaction prediction with 1.9M reactions from USPTO patents (1976-2016). Predict the product of the given reaction. (1) Given the reactants Br[C:2]1[CH:3]=[C:4]([CH:20]([CH3:22])[CH3:21])[CH:5]=[C:6]2[C:10]=1[NH:9][C:8]1[C:11]([CH2:17][CH2:18][OH:19])([CH2:15][CH3:16])[O:12][CH2:13][CH2:14][C:7]2=1.B(O)(O)[C:24]1[CH:29]=[CH:28][C:27]([C:30]([OH:32])=[O:31])=[CH:26][CH:25]=1, predict the reaction product. The product is: [CH2:15]([C:11]1([CH2:17][CH2:18][OH:19])[C:8]2[NH:9][C:10]3[C:6]([C:7]=2[CH2:14][CH2:13][O:12]1)=[CH:5][C:4]([CH:20]([CH3:22])[CH3:21])=[CH:3][C:2]=3[C:24]1[CH:29]=[CH:28][C:27]([C:30]([OH:32])=[O:31])=[CH:26][CH:25]=1)[CH3:16]. (2) Given the reactants CC(C[AlH]CC(C)C)C.[Cl:10][C:11]1[S:23][C:14]2[NH:15][C:16](=[O:22])[C:17]([C:20]#[N:21])=[C:18]([OH:19])[C:13]=2[C:12]=1[C:24]1[CH:33]=[CH:32][C:27]([C:28](OC)=[O:29])=[CH:26][CH:25]=1, predict the reaction product. The product is: [Cl:10][C:11]1[S:23][C:14]2[NH:15][C:16](=[O:22])[C:17]([C:20]#[N:21])=[C:18]([OH:19])[C:13]=2[C:12]=1[C:24]1[CH:33]=[CH:32][C:27]([CH2:28][OH:29])=[CH:26][CH:25]=1. (3) Given the reactants [CH2:1]([O:3][C:4]1[C:5]([O:19][CH2:20][C:21]2[CH:26]=[CH:25][C:24]([O:27][CH3:28])=[CH:23][CH:22]=2)=[N:6][CH:7]=[C:8](B2OC(C)(C)C(C)(C)O2)[CH:9]=1)[CH3:2].Br[C:30]1[CH:35]=[CH:34][C:33]([CH2:36][C:37]([NH:39][C:40]2[CH:41]=[N:42][C:43]([O:50][CH2:51][CH3:52])=[C:44]([C:46]([F:49])([F:48])[F:47])[CH:45]=2)=[O:38])=[C:32]([F:53])[CH:31]=1.C([O-])([O-])=O.[Cs+].[Cs+], predict the reaction product. The product is: [CH2:51]([O:50][C:43]1[N:42]=[CH:41][C:40]([NH:39][C:37](=[O:38])[CH2:36][C:33]2[CH:34]=[CH:35][C:30]([C:8]3[CH:7]=[N:6][C:5]([O:19][CH2:20][C:21]4[CH:22]=[CH:23][C:24]([O:27][CH3:28])=[CH:25][CH:26]=4)=[C:4]([O:3][CH2:1][CH3:2])[CH:9]=3)=[CH:31][C:32]=2[F:53])=[CH:45][C:44]=1[C:46]([F:47])([F:49])[F:48])[CH3:52].